Dataset: Reaction yield outcomes from USPTO patents with 853,638 reactions. Task: Predict the reaction yield, written as a fraction of the theoretical maximum amount of product (1.0 means a 100% yield; for example, 0.34 means a 34% yield). (1) The reactants are [CH2:1]([N:3]1[CH:7]=[C:6]([C:8]2[CH:13]=[CH:12][N:11]=[C:10]3[NH:14][CH:15]=[CH:16][C:9]=23)[C:5](C2C=CC(CN)=CC=2)=[N:4]1)[CH3:2].C([N:27]([CH2:30]C)[CH2:28][CH3:29])C.[C:32]1([N:38]=[C:39]=O)[CH:37]=[CH:36][CH:35]=[CH:34][CH:33]=1.[OH2:41].O1[CH2:46][CH2:45][CH2:44][CH2:43]1. No catalyst specified. The product is [CH2:1]([N:3]1[CH:7]=[C:6]([C:8]2[CH:13]=[CH:12][N:11]=[C:10]3[NH:14][CH:15]=[CH:16][C:9]=23)[C:5]([C:35]2[CH:36]=[CH:37][C:32]([N:38]([CH3:39])[C:30]([NH:27][C:28]3[CH:29]=[CH:46][CH:45]=[CH:44][CH:43]=3)=[O:41])=[CH:33][CH:34]=2)=[N:4]1)[CH3:2]. The yield is 0.420. (2) The reactants are [F:1][C:2]1[CH:7]=[CH:6][C:5]([OH:8])=[CH:4][CH:3]=1.[C:9](O)([CH3:12])([CH3:11])[CH3:10].S(=O)(=O)(O)O. The catalyst is C(Cl)Cl. The product is [C:9]([C:6]1[CH:7]=[C:2]([F:1])[CH:3]=[CH:4][C:5]=1[OH:8])([CH3:12])([CH3:11])[CH3:10]. The yield is 0.420. (3) The reactants are [Br:1][C:2]1[N:6]2[CH:7]=[CH:8][C:9]([CH2:11][OH:12])=[N:10][C:5]2=[N:4][CH:3]=1.N1C=CN=C1.[Si:18](Cl)([C:21]([CH3:24])([CH3:23])[CH3:22])([CH3:20])[CH3:19]. The catalyst is ClCCl. The product is [Br:1][C:2]1[N:6]2[CH:7]=[CH:8][C:9]([CH2:11][O:12][Si:18]([C:21]([CH3:24])([CH3:23])[CH3:22])([CH3:20])[CH3:19])=[N:10][C:5]2=[N:4][CH:3]=1. The yield is 1.00. (4) The reactants are [CH3:1][N:2]([CH3:11])[CH2:3][CH2:4][N:5]1[CH2:10][CH2:9][NH:8][CH2:7][CH2:6]1.C(N(CC)CC)C.[Cl:19][C:20]1[N:25]=[CH:24][C:23]([S:26](Cl)(=[O:28])=[O:27])=[CH:22][CH:21]=1. The catalyst is ClCCl. The product is [Cl:19][C:20]1[N:25]=[CH:24][C:23]([S:26]([N:8]2[CH2:9][CH2:10][N:5]([CH2:4][CH2:3][N:2]([CH3:11])[CH3:1])[CH2:6][CH2:7]2)(=[O:28])=[O:27])=[CH:22][CH:21]=1. The yield is 0.600. (5) The reactants are Br[CH2:2][C:3]#[C:4][CH3:5].[CH2:6]([CH:13]1[CH2:18][CH2:17][NH:16][CH2:15][CH2:14]1)[C:7]1[CH:12]=[CH:11][CH:10]=[CH:9][CH:8]=1.C([O-])([O-])=O.[K+].[K+]. The catalyst is CC#N. The product is [CH2:6]([CH:13]1[CH2:18][CH2:17][N:16]([CH2:2][C:3]#[C:4][CH3:5])[CH2:15][CH2:14]1)[C:7]1[CH:12]=[CH:11][CH:10]=[CH:9][CH:8]=1. The yield is 0.500. (6) The reactants are [CH3:1][C:2]1([CH3:24])[CH2:11][CH2:10][C:9]([CH3:13])([CH3:12])[C:8]2[CH:7]=[C:6]([C:14](=[O:16])[CH3:15])[CH:5]=[C:4]([C:17]3[CH:22]=[CH:21][C:20]([CH3:23])=[CH:19][CH:18]=3)[C:3]1=2.[C:25]([C:28]1[CH:35]=[CH:34][C:31]([CH:32]=O)=[CH:30][CH:29]=1)([OH:27])=[O:26].[OH-].[K+]. No catalyst specified. The product is [O:16]=[C:14]([C:6]1[CH:5]=[C:4]([C:17]2[CH:22]=[CH:21][C:20]([CH3:23])=[CH:19][CH:18]=2)[C:3]2[C:2]([CH3:24])([CH3:1])[CH2:11][CH2:10][C:9]([CH3:12])([CH3:13])[C:8]=2[CH:7]=1)/[CH:15]=[CH:32]/[C:31]1[CH:34]=[CH:35][C:28]([C:25]([OH:27])=[O:26])=[CH:29][CH:30]=1. The yield is 0.720. (7) The yield is 0.140. The reactants are C([O:8][C:9]1[CH:14]=[C:13]([O:15]CC2C=CC=CC=2)[C:12]([Cl:23])=[CH:11][C:10]=1[C:24]1[O:28][N:27]=[C:26]([CH2:29][NH2:30])[C:25]=1[C:31]1[CH:36]=[CH:35][C:34]([F:37])=[CH:33][CH:32]=1)C1C=CC=CC=1.[C:38](OC(=O)C)(=[O:40])[CH3:39].C(N(CC)CC)C.B(Cl)(Cl)Cl. The product is [Cl:23][C:12]1[C:13]([OH:15])=[CH:14][C:9]([OH:8])=[C:10]([C:24]2[O:28][N:27]=[C:26]([CH2:29][NH:30][C:38](=[O:40])[CH3:39])[C:25]=2[C:31]2[CH:36]=[CH:35][C:34]([F:37])=[CH:33][CH:32]=2)[CH:11]=1. The catalyst is C(Cl)Cl.